From a dataset of NCI-60 drug combinations with 297,098 pairs across 59 cell lines. Regression. Given two drug SMILES strings and cell line genomic features, predict the synergy score measuring deviation from expected non-interaction effect. (1) Drug 1: CCC(=C(C1=CC=CC=C1)C2=CC=C(C=C2)OCCN(C)C)C3=CC=CC=C3.C(C(=O)O)C(CC(=O)O)(C(=O)O)O. Drug 2: CC1C(C(CC(O1)OC2CC(CC3=C2C(=C4C(=C3O)C(=O)C5=CC=CC=C5C4=O)O)(C(=O)C)O)N)O. Cell line: SF-539. Synergy scores: CSS=46.7, Synergy_ZIP=-1.07, Synergy_Bliss=-0.997, Synergy_Loewe=-20.8, Synergy_HSA=2.42. (2) Drug 1: CCCCCOC(=O)NC1=NC(=O)N(C=C1F)C2C(C(C(O2)C)O)O. Drug 2: CC=C1C(=O)NC(C(=O)OC2CC(=O)NC(C(=O)NC(CSSCCC=C2)C(=O)N1)C(C)C)C(C)C. Cell line: COLO 205. Synergy scores: CSS=12.5, Synergy_ZIP=2.51, Synergy_Bliss=2.08, Synergy_Loewe=-57.8, Synergy_HSA=-2.85. (3) Drug 1: CNC(=O)C1=CC=CC=C1SC2=CC3=C(C=C2)C(=NN3)C=CC4=CC=CC=N4. Drug 2: C1C(C(OC1N2C=C(C(=O)NC2=O)F)CO)O. Cell line: KM12. Synergy scores: CSS=39.0, Synergy_ZIP=3.67, Synergy_Bliss=-2.51, Synergy_Loewe=17.3, Synergy_HSA=3.63. (4) Drug 1: COC1=NC(=NC2=C1N=CN2C3C(C(C(O3)CO)O)O)N. Drug 2: CCC1(CC2CC(C3=C(CCN(C2)C1)C4=CC=CC=C4N3)(C5=C(C=C6C(=C5)C78CCN9C7C(C=CC9)(C(C(C8N6C)(C(=O)OC)O)OC(=O)C)CC)OC)C(=O)OC)O.OS(=O)(=O)O. Cell line: HCT-15. Synergy scores: CSS=32.9, Synergy_ZIP=-2.55, Synergy_Bliss=-3.53, Synergy_Loewe=-4.32, Synergy_HSA=-4.23.